Dataset: Forward reaction prediction with 1.9M reactions from USPTO patents (1976-2016). Task: Predict the product of the given reaction. (1) Given the reactants [BH4-].[Na+].[I:3][C:4]1[CH:5]=[C:6]([CH2:10][N:11]2[C:15]3[CH2:16][CH2:17][CH2:18][C:19](=O)[C:14]=3[NH:13][CH:12]2[CH:21]([CH3:23])[CH3:22])[CH:7]=[CH:8][CH:9]=1.C[OH:25], predict the reaction product. The product is: [I:3][C:4]1[CH:5]=[C:6]([CH2:10][N:11]2[C:15]3[CH:16]([OH:25])[CH2:17][CH2:18][CH2:19][C:14]=3[N:13]=[C:12]2[CH:21]([CH3:23])[CH3:22])[CH:7]=[CH:8][CH:9]=1. (2) The product is: [CH2:77]([N:43]([CH2:39][CH2:40][CH2:41][CH3:42])[C:44]([C:46]1[N:47]=[C:48]([C:55]2[CH:64]=[CH:63][C:58]([C:59]([OH:61])=[O:60])=[CH:57][C:56]=2[C:65]([N:67]2[CH2:76][CH2:75][C:74]3[C:69](=[CH:70][CH:71]=[CH:72][CH:73]=3)[CH2:68]2)=[O:66])[N:49]([CH2:51][CH2:52][CH2:53][OH:54])[CH:50]=1)=[O:45])[CH2:78][CH2:79][CH3:80]. Given the reactants C(N(CCCC)C(C1N=C(C2C=CC(C(O)=O)=CC=2C(N2CCC3C(=CC=CC=3)C2)=O)N(C)C=1)=O)CCC.[CH2:39]([N:43]([CH2:77][CH2:78][CH2:79][CH3:80])[C:44]([C:46]1[N:47]=[C:48]([C:55]2[CH:64]=[CH:63][C:58]([C:59]([O:61]C)=[O:60])=[CH:57][C:56]=2[C:65]([N:67]2[CH2:76][CH2:75][C:74]3[C:69](=[CH:70][CH:71]=[CH:72][CH:73]=3)[CH2:68]2)=[O:66])[N:49]([CH2:51][CH2:52][CH2:53][OH:54])[CH:50]=1)=[O:45])[CH2:40][CH2:41][CH3:42], predict the reaction product. (3) Given the reactants [C:1]([CH2:3][CH2:4][N:5]([C:21]1[CH:26]=[C:25]([CH3:27])[N:24]=[C:23]([N:28]2[CH:32]=[CH:31][N:30]=[CH:29]2)[N:22]=1)[CH2:6][C:7]([NH:9][CH2:10][CH2:11][C:12]1[CH:20]=[CH:19][C:15]2[O:16][CH2:17][O:18][C:14]=2[CH:13]=1)=[O:8])#[N:2].N, predict the reaction product. The product is: [NH2:2][CH2:1][CH2:3][CH2:4][N:5]([C:21]1[CH:26]=[C:25]([CH3:27])[N:24]=[C:23]([N:28]2[CH:32]=[CH:31][N:30]=[CH:29]2)[N:22]=1)[CH2:6][C:7]([NH:9][CH2:10][CH2:11][C:12]1[CH:20]=[CH:19][C:15]2[O:16][CH2:17][O:18][C:14]=2[CH:13]=1)=[O:8]. (4) Given the reactants [F:1][C:2]([F:21])([F:20])[C:3]1[CH:8]=[CH:7][CH:6]=[CH:5][C:4]=1[C:9]1[C:14]2[CH2:15][CH:16]([CH2:18][NH2:19])[O:17][C:13]=2[CH:12]=[CH:11][CH:10]=1.C(N(C(C)C)CC)(C)C.Cl[C:32]([O:34][CH2:35][C:36]1[CH:41]=[CH:40][CH:39]=[CH:38][CH:37]=1)=[O:33].C1(C2C3OC(CNC(=O)OCC4C=CC=CC=4)CC=3C=CC=2)CCCC1, predict the reaction product. The product is: [CH2:35]([O:34][C:32](=[O:33])[NH:19][CH2:18][CH:16]1[CH2:15][C:14]2[C:9]([C:4]3[CH:5]=[CH:6][CH:7]=[CH:8][C:3]=3[C:2]([F:20])([F:1])[F:21])=[CH:10][CH:11]=[CH:12][C:13]=2[O:17]1)[C:36]1[CH:41]=[CH:40][CH:39]=[CH:38][CH:37]=1. (5) Given the reactants [C:1](#[N:10])[CH:2]([C:4]1[CH:9]=[CH:8][CH:7]=[CH:6][CH:5]=1)O.[CH:11]([N:13]1[CH2:18][CH2:17][NH:16][CH2:15][CH2:14]1)=[O:12], predict the reaction product. The product is: [CH:11]([N:13]1[CH2:18][CH2:17][N:16]([CH:2]([C:4]2[CH:9]=[CH:8][CH:7]=[CH:6][CH:5]=2)[C:1]#[N:10])[CH2:15][CH2:14]1)=[O:12].